From a dataset of Peptide-MHC class I binding affinity with 185,985 pairs from IEDB/IMGT. Regression. Given a peptide amino acid sequence and an MHC pseudo amino acid sequence, predict their binding affinity value. This is MHC class I binding data. (1) The peptide sequence is FQITNLSTM. The MHC is H-2-Db with pseudo-sequence H-2-Db. The binding affinity (normalized) is 0.916. (2) The peptide sequence is KSWPAAIDW. The MHC is SLA-20401 with pseudo-sequence SLA-20401. The binding affinity (normalized) is 0.383. (3) The peptide sequence is GQTVEMSPF. The MHC is HLA-A01:01 with pseudo-sequence HLA-A01:01. The binding affinity (normalized) is 0.213. (4) The binding affinity (normalized) is 0.337. The MHC is HLA-A02:02 with pseudo-sequence HLA-A02:02. The peptide sequence is DIINSVSII. (5) The peptide sequence is SLVIVTTFV. The MHC is HLA-A02:03 with pseudo-sequence HLA-A02:03. The binding affinity (normalized) is 0.937. (6) The peptide sequence is AVNPGLLET. The MHC is HLA-A02:03 with pseudo-sequence HLA-A02:03. The binding affinity (normalized) is 0.446.